Dataset: NCI-60 drug combinations with 297,098 pairs across 59 cell lines. Task: Regression. Given two drug SMILES strings and cell line genomic features, predict the synergy score measuring deviation from expected non-interaction effect. (1) Drug 1: CC1=C(C(=CC=C1)Cl)NC(=O)C2=CN=C(S2)NC3=CC(=NC(=N3)C)N4CCN(CC4)CCO. Drug 2: C(CCl)NC(=O)N(CCCl)N=O. Cell line: HOP-92. Synergy scores: CSS=16.1, Synergy_ZIP=-6.75, Synergy_Bliss=-6.58, Synergy_Loewe=8.19, Synergy_HSA=-2.27. (2) Drug 1: CC12CCC3C(C1CCC2O)C(CC4=C3C=CC(=C4)O)CCCCCCCCCS(=O)CCCC(C(F)(F)F)(F)F. Drug 2: COCCOC1=C(C=C2C(=C1)C(=NC=N2)NC3=CC=CC(=C3)C#C)OCCOC.Cl. Cell line: HOP-92. Synergy scores: CSS=9.70, Synergy_ZIP=-3.34, Synergy_Bliss=-0.612, Synergy_Loewe=-3.00, Synergy_HSA=0.563. (3) Drug 1: CC(CN1CC(=O)NC(=O)C1)N2CC(=O)NC(=O)C2. Cell line: U251. Synergy scores: CSS=28.4, Synergy_ZIP=-14.2, Synergy_Bliss=-11.9, Synergy_Loewe=-11.8, Synergy_HSA=-8.32. Drug 2: C1=NC2=C(N1)C(=S)N=CN2. (4) Drug 1: C1=NC2=C(N=C(N=C2N1C3C(C(C(O3)CO)O)O)F)N. Drug 2: CC12CCC3C(C1CCC2OP(=O)(O)O)CCC4=C3C=CC(=C4)OC(=O)N(CCCl)CCCl.[Na+]. Cell line: SNB-75. Synergy scores: CSS=-3.17, Synergy_ZIP=-4.06, Synergy_Bliss=-9.64, Synergy_Loewe=-10.8, Synergy_HSA=-10.9. (5) Drug 1: CC1C(C(CC(O1)OC2CC(CC3=C2C(=C4C(=C3O)C(=O)C5=C(C4=O)C(=CC=C5)OC)O)(C(=O)CO)O)N)O.Cl. Drug 2: C1CNP(=O)(OC1)N(CCCl)CCCl. Cell line: HOP-62. Synergy scores: CSS=1.70, Synergy_ZIP=8.11, Synergy_Bliss=14.8, Synergy_Loewe=5.61, Synergy_HSA=2.58. (6) Drug 1: CC1=C2C(C(=O)C3(C(CC4C(C3C(C(C2(C)C)(CC1OC(=O)C(C(C5=CC=CC=C5)NC(=O)OC(C)(C)C)O)O)OC(=O)C6=CC=CC=C6)(CO4)OC(=O)C)OC)C)OC. Drug 2: CN(C(=O)NC(C=O)C(C(C(CO)O)O)O)N=O. Cell line: LOX IMVI. Synergy scores: CSS=30.0, Synergy_ZIP=-3.45, Synergy_Bliss=-4.36, Synergy_Loewe=-13.5, Synergy_HSA=-1.34. (7) Drug 1: CC1OCC2C(O1)C(C(C(O2)OC3C4COC(=O)C4C(C5=CC6=C(C=C35)OCO6)C7=CC(=C(C(=C7)OC)O)OC)O)O. Drug 2: CC1=CC=C(C=C1)C2=CC(=NN2C3=CC=C(C=C3)S(=O)(=O)N)C(F)(F)F. Cell line: OVCAR3. Synergy scores: CSS=32.3, Synergy_ZIP=-9.33, Synergy_Bliss=-3.04, Synergy_Loewe=-21.3, Synergy_HSA=-1.62. (8) Drug 1: CS(=O)(=O)C1=CC(=C(C=C1)C(=O)NC2=CC(=C(C=C2)Cl)C3=CC=CC=N3)Cl. Drug 2: C1CCC(CC1)NC(=O)N(CCCl)N=O. Cell line: SNB-19. Synergy scores: CSS=43.5, Synergy_ZIP=5.63, Synergy_Bliss=7.77, Synergy_Loewe=6.60, Synergy_HSA=7.75. (9) Drug 1: CC1=C2C(C(=O)C3(C(CC4C(C3C(C(C2(C)C)(CC1OC(=O)C(C(C5=CC=CC=C5)NC(=O)OC(C)(C)C)O)O)OC(=O)C6=CC=CC=C6)(CO4)OC(=O)C)OC)C)OC. Drug 2: C1C(C(OC1N2C=NC3=C(N=C(N=C32)Cl)N)CO)O. Cell line: EKVX. Synergy scores: CSS=33.1, Synergy_ZIP=1.12, Synergy_Bliss=-2.21, Synergy_Loewe=-31.1, Synergy_HSA=-4.64.